Dataset: Catalyst prediction with 721,799 reactions and 888 catalyst types from USPTO. Task: Predict which catalyst facilitates the given reaction. (1) Reactant: [OH:1][C@H:2]1[C@H:18]([OH:19])[C@@H:17]2[C@H:9]([CH2:10][CH2:11][C@@:12]3([CH3:21])[C@H:16]2[CH2:15][CH2:14][C:13]3=[CH2:20])[C@:8]2([CH3:22])[C@@H:3]1[CH2:4][C@@H:5]([NH:23][C:24](=[O:26])[CH3:25])[CH2:6][CH2:7]2. Product: [CH:2]([C@@H:3]1[C@:8]([C@H:9]2[CH2:10][CH2:11][C@@:12]3([CH3:21])[C@@H:16]([CH2:15][CH2:14][C:13]3=[CH2:20])[C@@H:17]2[CH:18]=[O:19])([CH3:22])[CH2:7][CH2:6][C@H:5]([NH:23][C:24](=[O:26])[CH3:25])[CH2:4]1)=[O:1]. The catalyst class is: 20. (2) Reactant: B(Br)(Br)Br.C[O:6][C:7]1[CH:16]=[CH:15][C:14]([CH3:17])=[C:13]2[C:8]=1[CH2:9][CH2:10][C:11](=[O:18])[NH:12]2. Product: [OH:6][C:7]1[CH:16]=[CH:15][C:14]([CH3:17])=[C:13]2[C:8]=1[CH2:9][CH2:10][C:11](=[O:18])[NH:12]2. The catalyst class is: 4. (3) Reactant: [NH2:1][C@H:2]([CH2:12][F:13])[C@@H:3]([C:5]1[CH:10]=[CH:9][C:8]([I:11])=[CH:7][CH:6]=1)[OH:4].C(N(CC)CC)C.C([O:23][C:24](=O)[CH:25]([Cl:27])[Cl:26])C. Product: [Cl:26][CH:25]([Cl:27])[C:24]([NH:1][C@H:2]([CH2:12][F:13])[C@H:3]([OH:4])[C:5]1[CH:10]=[CH:9][C:8]([I:11])=[CH:7][CH:6]=1)=[O:23]. The catalyst class is: 5. (4) Reactant: [CH3:1][S:2][C:3]1[CH:8]=[CH:7][C:6]([CH2:9][CH2:10][C:11](O)=[O:12])=[CH:5][CH:4]=1.O1CCCC1.B.O.Cl. Product: [CH3:1][S:2][C:3]1[CH:8]=[CH:7][C:6]([CH2:9][CH2:10][CH2:11][OH:12])=[CH:5][CH:4]=1. The catalyst class is: 7. (5) Reactant: C(OC(=O)[NH:7][C@H:8]([C:33](=[O:40])[NH:34][CH2:35][CH2:36][CH2:37][CH2:38][CH3:39])[CH2:9][C:10]1[CH:15]=[CH:14][C:13]([N:16]2[CH2:20][C:19](=[O:21])[N:18]([CH2:22][C:23]3[CH:28]=[CH:27][C:26]([O:29][CH3:30])=[CH:25][CH:24]=3)[S:17]2(=[O:32])=[O:31])=[CH:12][CH:11]=1)(C)(C)C.C(O)(C(F)(F)F)=O. Product: [NH2:7][C@@H:8]([CH2:9][C:10]1[CH:11]=[CH:12][C:13]([N:16]2[CH2:20][C:19](=[O:21])[N:18]([CH2:22][C:23]3[CH:28]=[CH:27][C:26]([O:29][CH3:30])=[CH:25][CH:24]=3)[S:17]2(=[O:31])=[O:32])=[CH:14][CH:15]=1)[C:33]([NH:34][CH2:35][CH2:36][CH2:37][CH2:38][CH3:39])=[O:40]. The catalyst class is: 2. (6) Reactant: [OH:1][CH:2]([C:6]1[CH:11]=[CH:10][C:9]([C:12]2[N:16]3[N:17]=[CH:18][CH:19]=[C:20]([N:21]4[CH2:26][CH2:25][O:24][CH2:23][CH2:22]4)[C:15]3=[N:14][C:13]=2[CH2:27][CH2:28][C:29]2[CH:38]=[CH:37][C:36]3[C:31](=[CH:32][CH:33]=[CH:34][CH:35]=3)[N:30]=2)=[CH:8][CH:7]=1)[C:3]([O-:5])=O.ClC(Cl)(Cl)[C:41]([N:43]=C=O)=[O:42].O. Product: [O:24]1[CH2:23][CH2:22][N:21]([C:20]2[C:15]3[N:16]([C:12]([C:9]4[CH:10]=[CH:11][C:6]([CH:2]5[O:1][C:41](=[O:42])[NH:43][C:3]5=[O:5])=[CH:7][CH:8]=4)=[C:13]([CH2:27][CH2:28][C:29]4[CH:38]=[CH:37][C:36]5[C:31](=[CH:32][CH:33]=[CH:34][CH:35]=5)[N:30]=4)[N:14]=3)[N:17]=[CH:18][CH:19]=2)[CH2:26][CH2:25]1. The catalyst class is: 429.